From a dataset of Full USPTO retrosynthesis dataset with 1.9M reactions from patents (1976-2016). Predict the reactants needed to synthesize the given product. (1) Given the product [CH:1]([O:4][C:5]([C:7]1[C:12]([C:13]#[N:22])=[CH:11][C:10]([Br:16])=[CH:9][N:8]=1)=[O:6])([CH3:3])[CH3:2], predict the reactants needed to synthesize it. The reactants are: [CH:1]([O:4][C:5]([C:7]1[C:12]([C:13](O)=O)=[CH:11][C:10]([Br:16])=[CH:9][N:8]=1)=[O:6])([CH3:3])[CH3:2].CS(Cl)(=O)=O.[N:22]1C=CC=CC=1. (2) Given the product [NH2:27][C:13]1[CH:12]=[CH:11][C:10]([Cl:9])=[CH:15][C:14]=1[NH:16][C:17]1[CH:18]=[CH:19][C:20]([NH:23][C:24](=[O:26])[CH3:25])=[CH:21][CH:22]=1, predict the reactants needed to synthesize it. The reactants are: C(O)C.O1CCCC1.[Cl:9][C:10]1[CH:11]=[CH:12][C:13]([N+:27]([O-])=O)=[C:14]([NH:16][C:17]2[CH:22]=[CH:21][C:20]([NH:23][C:24](=[O:26])[CH3:25])=[CH:19][CH:18]=2)[CH:15]=1.[Cl-].[NH4+].